This data is from Reaction yield outcomes from USPTO patents with 853,638 reactions. The task is: Predict the reaction yield, written as a fraction of the theoretical maximum amount of product (1.0 means a 100% yield; for example, 0.34 means a 34% yield). The reactants are O[CH:2]([C:7]1[C:8](=[O:12])[CH2:9][CH2:10][CH:11]=1)[CH2:3][CH2:4][CH2:5][CH3:6].[C:13]([OH:19])(=[O:18])[C:14](C)(C)C.[CH3:20]C(C)(C)C([O-])([O-])[O-]. The catalyst is CO. The product is [O:12]=[C:8]1[CH2:9][CH2:10][CH:11]([CH2:14][C:13]([O:19][CH3:20])=[O:18])[C:7]1=[CH:2][CH2:3][CH2:4][CH2:5][CH3:6]. The yield is 0.880.